From a dataset of Retrosynthesis with 50K atom-mapped reactions and 10 reaction types from USPTO. Predict the reactants needed to synthesize the given product. Given the product CC1(C)Cc2ccc(Br)cc2C(O)C1, predict the reactants needed to synthesize it. The reactants are: CC1(C)CC(=O)c2cc(Br)ccc2C1.